From a dataset of Reaction yield outcomes from USPTO patents with 853,638 reactions. Predict the reaction yield, written as a fraction of the theoretical maximum amount of product (1.0 means a 100% yield; for example, 0.34 means a 34% yield). The catalyst is C(OCC)(=O)C. The product is [CH2:13]([C:17]1[N:18]([CH2:35][C:36]2[CH:37]=[CH:38][C:39]([C:42]3[CH:47]=[CH:46][CH:45]=[CH:44][C:43]=3[C:48]3[NH:3][C:4](=[O:7])[O:5][N:49]=3)=[CH:40][CH:41]=2)[C:19](=[O:34])[C:20]([C:24]2[CH:25]=[CH:26][C:27]([O:30][CH:31]([CH3:32])[CH3:33])=[CH:28][CH:29]=2)=[C:21]([CH3:23])[N:22]=1)[CH2:14][CH2:15][CH3:16]. The reactants are [Cl-].O[NH3+:3].[C:4](=[O:7])([O-])[OH:5].[Na+].CS(C)=O.[CH2:13]([C:17]1[N:18]([CH2:35][C:36]2[CH:41]=[CH:40][C:39]([C:42]3[C:43]([C:48]#[N:49])=[CH:44][CH:45]=[CH:46][CH:47]=3)=[CH:38][CH:37]=2)[C:19](=[O:34])[C:20]([C:24]2[CH:29]=[CH:28][C:27]([O:30][CH:31]([CH3:33])[CH3:32])=[CH:26][CH:25]=2)=[C:21]([CH3:23])[N:22]=1)[CH2:14][CH2:15][CH3:16]. The yield is 0.780.